Dataset: Full USPTO retrosynthesis dataset with 1.9M reactions from patents (1976-2016). Task: Predict the reactants needed to synthesize the given product. Given the product [CH3:36][O:35][C:31]1[CH:30]=[C:29]([C:22]2[N:23]=[C:24]3[N:28]([C:21]=2[C:19]2[CH:18]=[CH:17][N:16]=[C:15]([NH:14][C@@H:10]4[CH2:11][CH2:12][CH2:13][N:8]([CH2:7][C@@H:5]([OH:6])[CH2:4][OH:3])[CH2:9]4)[N:20]=2)[CH:27]=[CH:26][S:25]3)[CH:34]=[CH:33][CH:32]=1, predict the reactants needed to synthesize it. The reactants are: CC1(C)[O:6][C@H:5]([CH2:7][N:8]2[CH2:13][CH2:12][CH2:11][C@@H:10]([NH:14][C:15]3[N:20]=[C:19]([C:21]4[N:28]5[C:24]([S:25][CH:26]=[CH:27]5)=[N:23][C:22]=4[C:29]4[CH:34]=[CH:33][CH:32]=[C:31]([O:35][CH3:36])[CH:30]=4)[CH:18]=[CH:17][N:16]=3)[CH2:9]2)[CH2:4][O:3]1.O.FC(F)(F)C(O)=O.C(=O)([O-])[O-].[K+].[K+].